This data is from CYP3A4 inhibition data for predicting drug metabolism from PubChem BioAssay. The task is: Regression/Classification. Given a drug SMILES string, predict its absorption, distribution, metabolism, or excretion properties. Task type varies by dataset: regression for continuous measurements (e.g., permeability, clearance, half-life) or binary classification for categorical outcomes (e.g., BBB penetration, CYP inhibition). Dataset: cyp3a4_veith. The compound is CCC(CC)C(=O)NCCN1CCN(C(=O)C(CC)CC)CC1. The result is 0 (non-inhibitor).